Task: Predict the product of the given reaction.. Dataset: Forward reaction prediction with 1.9M reactions from USPTO patents (1976-2016) Given the reactants [F:1][C:2]([F:7])([F:6])[C:3]([OH:5])=[O:4].[CH:8]1([C:14]2([OH:25])[CH2:17][N:16](C(OC(C)(C)C)=O)[CH2:15]2)[CH2:13][CH2:12][CH2:11][CH2:10][CH2:9]1, predict the reaction product. The product is: [F:1][C:2]([F:7])([F:6])[C:3]([OH:5])=[O:4].[CH:8]1([C:14]2([OH:25])[CH2:17][NH:16][CH2:15]2)[CH2:9][CH2:10][CH2:11][CH2:12][CH2:13]1.